The task is: Predict which catalyst facilitates the given reaction.. This data is from Catalyst prediction with 721,799 reactions and 888 catalyst types from USPTO. (1) Reactant: C([O:4][C:5](=[O:55])[CH2:6][C@H:7]([OH:54])[C@H:8]([NH:12][C:13](=[O:53])[C@H:14]([NH:16][C:17](=[O:52])[C@H:18]([NH:22][C:23](=[O:51])[CH2:24][C@H:25]([OH:50])/[CH:26]=[CH:27]/[CH2:28][CH2:29][S:30][C:31]([C:44]1[CH:49]=[CH:48][CH:47]=[CH:46][CH:45]=1)([C:38]1[CH:43]=[CH:42][CH:41]=[CH:40][CH:39]=1)[C:32]1[CH:37]=[CH:36][CH:35]=[CH:34][CH:33]=1)[CH:19]([CH3:21])[CH3:20])[CH3:15])[CH:9]([CH3:11])[CH3:10])C=C.N1CCOCC1. Product: [OH:54][C@H:7]([C@H:8]([NH:12][C:13](=[O:53])[C@H:14]([NH:16][C:17](=[O:52])[C@H:18]([NH:22][C:23](=[O:51])[CH2:24][C@H:25]([OH:50])/[CH:26]=[CH:27]/[CH2:28][CH2:29][S:30][C:31]([C:38]1[CH:43]=[CH:42][CH:41]=[CH:40][CH:39]=1)([C:32]1[CH:37]=[CH:36][CH:35]=[CH:34][CH:33]=1)[C:44]1[CH:49]=[CH:48][CH:47]=[CH:46][CH:45]=1)[CH:19]([CH3:20])[CH3:21])[CH3:15])[CH:9]([CH3:11])[CH3:10])[CH2:6][C:5]([OH:55])=[O:4]. The catalyst class is: 694. (2) Reactant: C([O:3][CH2:4][C:5]1[N:6]([CH2:19][C:20]2[O:24][N:23]=[C:22]([C:25]3[CH:30]=[CH:29][C:28]([F:31])=[CH:27][CH:26]=3)[CH:21]=2)[C:7]2[C:16]3[N:15]=[CH:14][CH:13]=[CH:12][C:11]=3[N:10]=[C:9]([NH2:17])[C:8]=2[N:18]=1)C.B(Br)(Br)Br.CO. Product: [NH2:17][C:9]1[C:8]2[N:18]=[C:5]([CH2:4][OH:3])[N:6]([CH2:19][C:20]3[O:24][N:23]=[C:22]([C:25]4[CH:30]=[CH:29][C:28]([F:31])=[CH:27][CH:26]=4)[CH:21]=3)[C:7]=2[C:16]2[N:15]=[CH:14][CH:13]=[CH:12][C:11]=2[N:10]=1. The catalyst class is: 4. (3) Reactant: [F:1][C:2]([F:16])([F:15])[C:3]1[CH:14]=[CH:13][C:6]([CH2:7][CH:8]([C:11]#[N:12])[C:9]#[N:10])=[CH:5][CH:4]=1.[H-].[Na+].I[CH2:20][CH2:21][C:22]([F:28])([F:27])[C:23]([F:26])([F:25])[F:24]. Product: [F:27][C:22]([F:28])([C:23]([F:26])([F:25])[F:24])[CH2:21][CH2:20][C:8]([CH2:7][C:6]1[CH:5]=[CH:4][C:3]([C:2]([F:15])([F:16])[F:1])=[CH:14][CH:13]=1)([C:11]#[N:12])[C:9]#[N:10]. The catalyst class is: 9. (4) Reactant: C1(COC([NH:11][CH2:12][C@H:13]2[CH2:17][CH2:16][CH2:15][N:14]2[CH:18]([C:24]([O:26]CC)=O)[C:19]([O:21][CH2:22][CH3:23])=[O:20])=O)C=CC=CC=1. Product: [O:26]=[C:24]1[CH:18]([C:19]([O:21][CH2:22][CH3:23])=[O:20])[N:14]2[CH2:15][CH2:16][CH2:17][C@@H:13]2[CH2:12][NH:11]1. The catalyst class is: 50. (5) Reactant: Br[C:2]1[CH:3]=[C:4]([CH:15]=[CH:16][C:17]=1[CH2:18][C:19]1[C:27]2[C:22](=[CH:23][C:24]([C:28]#[N:29])=[CH:25][CH:26]=2)[N:21]([CH2:30][CH3:31])[CH:20]=1)[C:5]([NH:7][CH2:8][C:9]1[CH:14]=[CH:13][CH:12]=[CH:11][N:10]=1)=[O:6].N[CH2:33][C:34]1[CH:39]=[CH:38][CH:37]=[CH:36]N=1.CN1C[CH2:45][O:44]CC1.C[N:48]([P+](ON1N=NC2C=CC=CC1=2)(N(C)C)N(C)C)C.F[P-](F)(F)(F)(F)F.CN([CH:77]=[O:78])C. Product: [N:10]1[CH:11]=[CH:12][CH:13]=[CH:14][C:9]=1[CH2:8][NH:7][C:5]([C:4]1[CH:3]=[C:2]([C:33]2[CH:36]=[CH:37][C:38]([O:78][CH3:77])=[CH:39][C:34]=2[CH2:45][OH:44])[C:17]([CH2:18][C:19]2[C:27]3[C:22](=[CH:23][C:24]([C:28](=[NH:48])[NH2:29])=[CH:25][CH:26]=3)[N:21]([CH2:30][CH3:31])[CH:20]=2)=[CH:16][CH:15]=1)=[O:6]. The catalyst class is: 6.